From a dataset of Full USPTO retrosynthesis dataset with 1.9M reactions from patents (1976-2016). Predict the reactants needed to synthesize the given product. The reactants are: Cl[C:2]1[C:7]([N+:8]([O-:10])=[O:9])=[CH:6][CH:5]=[C:4]([O:11][CH3:12])[N:3]=1.[C:13]([C:17]1[CH:22]=[CH:21][CH:20]=[CH:19][C:18]=1[OH:23])([CH3:16])([CH3:15])[CH3:14].C(=O)([O-])[O-].[Cs+].[Cs+].O. Given the product [C:13]([C:17]1[CH:22]=[CH:21][CH:20]=[CH:19][C:18]=1[O:23][C:2]1[C:7]([N+:8]([O-:10])=[O:9])=[CH:6][CH:5]=[C:4]([O:11][CH3:12])[N:3]=1)([CH3:16])([CH3:14])[CH3:15], predict the reactants needed to synthesize it.